Dataset: Forward reaction prediction with 1.9M reactions from USPTO patents (1976-2016). Task: Predict the product of the given reaction. (1) Given the reactants [F:1][C:2]1[CH:7]=[C:6]([CH3:8])[CH:5]=[C:4]([F:9])[CH:3]=1.C([Li])CCC.C(O[B:19]1[O:23][C:22]([CH3:25])([CH3:24])[C:21]([CH3:27])([CH3:26])[O:20]1)(C)C, predict the reaction product. The product is: [F:1][C:2]1[CH:7]=[C:6]([CH3:8])[CH:5]=[C:4]([F:9])[C:3]=1[B:19]1[O:23][C:22]([CH3:25])([CH3:24])[C:21]([CH3:27])([CH3:26])[O:20]1. (2) Given the reactants Cl.[NH2:2][C@H:3]1[CH2:8][CH2:7][C@H:6]([NH:9][C:10]([C:12]2[C:16]3[N:17]=[CH:18][N:19]=[C:20]([C:21]4[CH:26]=[C:25]([CH3:27])[CH:24]=[CH:23][C:22]=4[O:28][CH2:29][CH:30]4[CH2:32][CH2:31]4)[C:15]=3[NH:14][C:13]=2[CH3:33])=[O:11])[CH2:5][CH2:4]1.C([O:37][C@@H:38]([CH3:42])[C:39](Cl)=[O:40])(=O)C, predict the reaction product. The product is: [CH:30]1([CH2:29][O:28][C:22]2[CH:23]=[CH:24][C:25]([CH3:27])=[CH:26][C:21]=2[C:20]2[C:15]3[NH:14][C:13]([CH3:33])=[C:12]([C:10]([NH:9][C@H:6]4[CH2:7][CH2:8][C@H:3]([NH:2][C:39](=[O:40])[C@@H:38]([OH:37])[CH3:42])[CH2:4][CH2:5]4)=[O:11])[C:16]=3[N:17]=[CH:18][N:19]=2)[CH2:31][CH2:32]1. (3) Given the reactants [CH3:1][C:2]1([CH3:12])[O:6][C@H:5]([C:7]([CH3:11])([CH3:10])[CH2:8][OH:9])[CH2:4][O:3]1.C(N(CC)CC)C.[N+:20]([C:23]1[CH:28]=[CH:27][C:26]([S:29](O[S:29]([C:26]2[CH:25]=[CH:24][C:23]([N+:20]([O-:22])=[O:21])=[CH:28][CH:27]=2)(=[O:31])=[O:30])(=[O:31])=[O:30])=[CH:25][CH:24]=1)([O-:22])=[O:21], predict the reaction product. The product is: [N+:20]([C:23]1[CH:24]=[CH:25][C:26]([S:29]([O:9][CH2:8][C:7]([C@@H:5]2[CH2:4][O:3][C:2]([CH3:12])([CH3:1])[O:6]2)([CH3:11])[CH3:10])(=[O:31])=[O:30])=[CH:27][CH:28]=1)([O-:22])=[O:21]. (4) Given the reactants Br[C:2]1[CH:3]=[C:4]2[C:9](=[CH:10][CH:11]=1)[N:8]=[C:7]([NH:12][C:13]([CH3:16])([CH3:15])[CH3:14])[C:6](/[CH:17]=[C:18](\[CH3:24])/[C:19]([O:21][CH2:22][CH3:23])=[O:20])=[CH:5]2.[C:25]1([CH3:34])[CH:30]=[CH:29][CH:28]=[CH:27][C:26]=1B(O)O.C([O-])(=O)C.[K+].O, predict the reaction product. The product is: [C:13]([NH:12][C:7]1[C:6]([CH2:17][CH:18]([CH3:24])[C:19]([O:21][CH2:22][CH3:23])=[O:20])=[CH:5][C:4]2[C:9](=[CH:10][CH:11]=[C:2]([C:26]3[CH:27]=[CH:28][CH:29]=[CH:30][C:25]=3[CH3:34])[CH:3]=2)[N:8]=1)([CH3:16])([CH3:15])[CH3:14]. (5) The product is: [Cl:5][C:6]1[CH:7]=[CH:8][C:9]([O:27][CH3:28])=[C:10]([C:12]2([Cl:3])[C:20]3[C:15](=[CH:16][C:17]([C:21]([F:24])([F:23])[F:22])=[CH:18][CH:19]=3)[NH:14][C:13]2=[O:25])[CH:11]=1. Given the reactants S(Cl)([Cl:3])=O.[Cl:5][C:6]1[CH:7]=[CH:8][C:9]([O:27][CH3:28])=[C:10]([C:12]2(O)[C:20]3[C:15](=[CH:16][C:17]([C:21]([F:24])([F:23])[F:22])=[CH:18][CH:19]=3)[NH:14][C:13]2=[O:25])[CH:11]=1.C(N(CC)CC)C, predict the reaction product. (6) Given the reactants [O:1]=[C:2]1[NH:10]/[C:9](=[N:11]\[NH:12][C:13](=O)[CH2:14][CH2:15][CH2:16][C:17]2[O:21][N:20]=[C:19]([C:22]3[CH:27]=[CH:26][CH:25]=[CH:24][CH:23]=3)[N:18]=2)/[N:8]([CH2:29][CH2:30][CH2:31][CH2:32][CH3:33])[C:7]2[N:6]=[CH:5][NH:4][C:3]1=2, predict the reaction product. The product is: [CH2:29]([N:8]1[C:7]2[N:6]=[CH:5][NH:4][C:3]=2[C:2](=[O:1])[N:10]2[C:13]([CH2:14][CH2:15][CH2:16][C:17]3[O:21][N:20]=[C:19]([C:22]4[CH:27]=[CH:26][CH:25]=[CH:24][CH:23]=4)[N:18]=3)=[N:12][N:11]=[C:9]12)[CH2:30][CH2:31][CH2:32][CH3:33]. (7) Given the reactants [F:1][C:2]1[CH:13]=[CH:12][C:5]2[C:6](=[O:11])[O:7][C:8](=[O:10])[NH:9][C:4]=2[CH:3]=1.[H-].[Na+].[CH2:16](I)[CH:17]=[CH2:18], predict the reaction product. The product is: [F:1][C:2]1[CH:13]=[CH:12][C:5]2[C:6](=[O:11])[O:7][C:8](=[O:10])[N:9]([CH2:18][CH:17]=[CH2:16])[C:4]=2[CH:3]=1. (8) Given the reactants [Br:1][C:2]1[CH:3]=[N:4][C:5]([C:8]([OH:10])=O)=[N:6][CH:7]=1.S(Cl)(Cl)=O.[F:15][C:16]1[CH:22]=[CH:21][C:19]([NH2:20])=[CH:18][CH:17]=1, predict the reaction product. The product is: [Br:1][C:2]1[CH:7]=[N:6][C:5]([C:8]([NH:20][C:19]2[CH:21]=[CH:22][C:16]([F:15])=[CH:17][CH:18]=2)=[O:10])=[N:4][CH:3]=1. (9) Given the reactants [NH2:1][C:2]1[CH:7]=[CH:6][CH:5]=[CH:4][C:3]=1[OH:8].C(N(CC)CC)C.[C:16](Cl)(=[O:23])[C:17]1[CH:22]=[CH:21][CH:20]=[CH:19][CH:18]=1, predict the reaction product. The product is: [OH:8][C:3]1[CH:4]=[CH:5][CH:6]=[CH:7][C:2]=1[NH:1][C:16](=[O:23])[C:17]1[CH:22]=[CH:21][CH:20]=[CH:19][CH:18]=1.